Dataset: Catalyst prediction with 721,799 reactions and 888 catalyst types from USPTO. Task: Predict which catalyst facilitates the given reaction. (1) Reactant: [CH3:1][C:2]1[CH:3]=[CH:4][C:5]([S:9][C:10]2[CH:11]=[CH:12][CH:13]=[CH:14][C:15]=2[N:16]2[CH2:21][CH2:20][NH:19][CH2:18][CH2:17]2)=[C:6]([CH3:8])[CH:7]=1.[Cl:22][C:23]1[CH:28]=[CH:27][C:26]([S:29]([OH:32])(=[O:31])=[O:30])=[CH:25][CH:24]=1. Product: [CH3:1][C:2]1[CH:3]=[CH:4][C:5]([S:9][C:10]2[CH:11]=[CH:12][CH:13]=[CH:14][C:15]=2[N:16]2[CH2:17][CH2:18][NH:19][CH2:20][CH2:21]2)=[C:6]([CH3:8])[CH:7]=1.[Cl:22][C:23]1[CH:24]=[CH:25][C:26]([S:29]([O-:32])(=[O:30])=[O:31])=[CH:27][CH:28]=1. The catalyst class is: 32. (2) Reactant: [C:1]([O:5][C:6](=[O:35])[CH2:7][N:8]1[C:12]([NH2:13])=[C:11]([C:14]2[CH:27]=[CH:26][C:17]3[N:18]([CH2:24][CH3:25])[C:19](=[O:23])[N:20]([CH2:21][CH3:22])[C:16]=3[CH:15]=2)[C:10]([C:28]2[CH:29]=[C:30]([CH3:34])[CH:31]=[CH:32][CH:33]=2)=[N:9]1)([CH3:4])([CH3:3])[CH3:2].C(Cl)(Cl)Cl. Product: [C:1]([O:5][C:6](=[O:35])[CH2:7][N:8]1[C:12]([NH2:13])=[C:11]([C:14]2[CH:27]=[CH:26][C:17]3[N:18]([CH2:24][CH3:25])[C:19](=[O:23])[N:20]([CH2:21][CH3:22])[C:16]=3[CH:15]=2)[C:10]([C:28]2[CH:29]=[C:30]([CH3:34])[CH:31]=[CH:32][CH:33]=2)=[N:9]1)([CH3:2])([CH3:3])[CH3:4].[CH2:24]([N:18]1[C:17]2[CH:26]=[CH:27][C:14]([C:11]3[C:10]([C:28]4[CH:29]=[C:30]([CH3:34])[CH:31]=[CH:32][CH:33]=4)=[N:9][N:8]4[CH2:7][C:6](=[O:35])[NH:13][C:12]=34)=[CH:15][C:16]=2[N:20]([CH2:21][CH3:22])[C:19]1=[O:23])[CH3:25]. The catalyst class is: 55.